This data is from Forward reaction prediction with 1.9M reactions from USPTO patents (1976-2016). The task is: Predict the product of the given reaction. (1) Given the reactants [CH3:1][C:2]1[CH:3]=[C:4]([N:11]2[N:15]=[CH:14][CH:13]=[N:12]2)[C:5]([C:8]([O-:10])=[O:9])=[N:6][CH:7]=1.[Na+].[OH-].[Na+], predict the reaction product. The product is: [CH3:1][C:2]1[CH:3]=[C:4]([N:11]2[N:12]=[CH:13][CH:14]=[N:15]2)[C:5]([C:8]([OH:10])=[O:9])=[N:6][CH:7]=1. (2) Given the reactants Br[C:2]1[CH:3]=[C:4]2[C:8](=[CH:9][CH:10]=1)[NH:7][C:6]([C:11]1[CH:12]=[N:13][CH:14]=[CH:15][CH:16]=1)=[C:5]2[CH3:17].[Cu][C:19]#[N:20], predict the reaction product. The product is: [CH3:17][C:5]1[C:4]2[C:8](=[CH:9][CH:10]=[C:2]([C:19]#[N:20])[CH:3]=2)[NH:7][C:6]=1[C:11]1[CH:12]=[N:13][CH:14]=[CH:15][CH:16]=1. (3) Given the reactants FC(F)(F)C(O)=O.C(OC([N:15]1[CH:24]=[CH:23][C:22]2[C:17](=[CH:18][CH:19]=[C:20]([NH:25][C:26]([NH:28][C:29]3[CH:34]=[C:33]([CH3:35])[CH:32]=[CH:31][C:30]=3[O:36][CH3:37])=[O:27])[CH:21]=2)[CH2:16]1)=O)(C)(C)C.C1(OC)C=CC=CC=1, predict the reaction product. The product is: [CH3:37][O:36][C:30]1[CH:31]=[CH:32][C:33]([CH3:35])=[CH:34][C:29]=1[NH:28][C:26]([NH:25][C:20]1[CH:21]=[C:22]2[C:17](=[CH:18][CH:19]=1)[CH2:16][NH:15][CH2:24][CH2:23]2)=[O:27]. (4) Given the reactants [Si:1]([O:8][CH2:9][C@H:10]1[CH2:14][CH2:13][C:12](=[O:15])[N:11]1[CH2:16][C:17]([O:19]C)=O)([C:4]([CH3:7])([CH3:6])[CH3:5])([CH3:3])[CH3:2].[NH3:21], predict the reaction product. The product is: [Si:1]([O:8][CH2:9][C@H:10]1[CH2:14][CH2:13][C:12](=[O:15])[N:11]1[CH2:16][C:17]([NH2:21])=[O:19])([C:4]([CH3:7])([CH3:6])[CH3:5])([CH3:3])[CH3:2]. (5) Given the reactants [CH2:1]([O:8][C:9]1[CH:16]=[CH:15][C:12]([C:13]#[N:14])=[C:11]([F:17])[CH:10]=1)[C:2]1[CH:7]=[CH:6][CH:5]=[CH:4][CH:3]=1.[Li+].C[Si]([N-:23][Si](C)(C)C)(C)C.[ClH:28], predict the reaction product. The product is: [ClH:28].[CH2:1]([O:8][C:9]1[CH:16]=[CH:15][C:12]([C:13]([NH2:23])=[NH:14])=[C:11]([F:17])[CH:10]=1)[C:2]1[CH:3]=[CH:4][CH:5]=[CH:6][CH:7]=1.